From a dataset of hERG potassium channel inhibition data for cardiac toxicity prediction from Karim et al.. Regression/Classification. Given a drug SMILES string, predict its toxicity properties. Task type varies by dataset: regression for continuous values (e.g., LD50, hERG inhibition percentage) or binary classification for toxic/non-toxic outcomes (e.g., AMES mutagenicity, cardiotoxicity, hepatotoxicity). Dataset: herg_karim. (1) The molecule is Clc1ccc(-c2ccc(CCCNc3ccc(CN4CCCCC4)cc3)cc2)cc1. The result is 1 (blocker). (2) The compound is CCCNCC(O)COc1ccccc1C(=O)CCc1ccccc1. The result is 1 (blocker). (3) The compound is O=S(=O)(c1ccc2c(c1)CCNCC2)N1CCC(Oc2ccccc2Cl)C1. The result is 1 (blocker). (4) The compound is O=C1N(CCN2C[C@@H]3CC[C@H]2Cc2ccccc2C3)CCN1c1cccc(Cl)c1. The result is 1 (blocker). (5) The compound is O=C(NCC1(N2CCCCC2)CCCC1)N1CCC(c2nc(-c3ccc4ccccc4n3)no2)CC1. The result is 1 (blocker).